From a dataset of Forward reaction prediction with 1.9M reactions from USPTO patents (1976-2016). Predict the product of the given reaction. Given the reactants [CH3:1][S:2][C:3]1[S:4][CH2:5][CH2:6][CH2:7][N:8]=1.[CH3:9][O:10][S:11]([C:14]([F:17])([F:16])[F:15])(=[O:13])=[O:12].CCOCC, predict the reaction product. The product is: [F:15][C:14]([F:17])([F:16])[S:11]([O-:13])(=[O:12])=[O:10].[CH3:9][N+:8]1[CH2:7][CH2:6][CH2:5][S:4][C:3]=1[S:2][CH3:1].